From a dataset of Reaction yield outcomes from USPTO patents with 853,638 reactions. Predict the reaction yield, written as a fraction of the theoretical maximum amount of product (1.0 means a 100% yield; for example, 0.34 means a 34% yield). The reactants are [NH2:1][C:2]1[C:10]2[C:9]([C:11]3[CH:16]=[CH:15][C:14]([Cl:17])=[C:13]([Cl:18])[CH:12]=3)=[N:8][C:7](S(C)=O)=[N:6][C:5]=2[S:4][C:3]=1[C:22]([NH2:24])=[O:23].Cl.[NH2:26][CH2:27][CH2:28][C:29]([NH2:31])=[O:30].CCN(C(C)C)C(C)C.CN(C=O)C. The catalyst is CS(C)=O. The product is [NH2:1][C:2]1[C:10]2[C:9]([C:11]3[CH:16]=[CH:15][C:14]([Cl:17])=[C:13]([Cl:18])[CH:12]=3)=[N:8][C:7]([NH:26][CH2:27][CH2:28][C:29](=[O:30])[NH2:31])=[N:6][C:5]=2[S:4][C:3]=1[C:22]([NH2:24])=[O:23]. The yield is 0.170.